This data is from Catalyst prediction with 721,799 reactions and 888 catalyst types from USPTO. The task is: Predict which catalyst facilitates the given reaction. (1) Reactant: CC(C)([O-])C.[K+].[CH2:7]([N:14]([CH2:18][C:19]1[C:24](Cl)=[N:23][C:22]([N:26]2[CH2:31][CH2:30][CH2:29][CH2:28][CH:27]2[CH3:32])=[CH:21][N:20]=1)[CH2:15][CH2:16][OH:17])[C:8]1[CH:13]=[CH:12][CH:11]=[CH:10][CH:9]=1.O. Product: [CH2:7]([N:14]1[CH2:18][C:19]2[N:20]=[CH:21][C:22]([N:26]3[CH2:31][CH2:30][CH2:29][CH2:28][CH:27]3[CH3:32])=[N:23][C:24]=2[O:17][CH2:16][CH2:15]1)[C:8]1[CH:13]=[CH:12][CH:11]=[CH:10][CH:9]=1. The catalyst class is: 3. (2) Reactant: [CH2:1]([C:5]1[N:10]=[C:9]([CH3:11])[N:8]([C:12]2[CH:17]=[CH:16][C:15]([O:18][CH:19]3[CH2:24][CH2:23][CH:22]([OH:25])[CH2:21][CH2:20]3)=[CH:14][CH:13]=2)[C:7](=[O:26])[C:6]=1[CH2:27][C:28]1[CH:33]=[CH:32][C:31]([C:34]2[CH:39]=[CH:38][CH:37]=[CH:36][C:35]=2[C:40]2[NH:44][C:43](=[O:45])[O:42][N:41]=2)=[CH:30][CH:29]=1)[CH2:2][CH2:3][CH3:4].CC(OI1(OC(C)=O)(OC(C)=O)OC(=O)C2C1=CC=CC=2)=O. Product: [CH2:1]([C:5]1[N:10]=[C:9]([CH3:11])[N:8]([C:12]2[CH:17]=[CH:16][C:15]([O:18][CH:19]3[CH2:24][CH2:23][C:22](=[O:25])[CH2:21][CH2:20]3)=[CH:14][CH:13]=2)[C:7](=[O:26])[C:6]=1[CH2:27][C:28]1[CH:33]=[CH:32][C:31]([C:34]2[CH:39]=[CH:38][CH:37]=[CH:36][C:35]=2[C:40]2[NH:44][C:43](=[O:45])[O:42][N:41]=2)=[CH:30][CH:29]=1)[CH2:2][CH2:3][CH3:4]. The catalyst class is: 96. (3) Reactant: [Cl:1][C:2]1[CH:9]=[C:6]([CH:7]=O)[C:5]([OH:10])=[CH:4][CH:3]=1.[Cl-].[Cl:12][C:13]1[CH:38]=[CH:37][C:16](C[P+](C2C=CC=CC=2)(C2C=CC=CC=2)C2C=CC=CC=2)=[CH:15][CH:14]=1.[C:39](=O)([O-])[O-].[K+].[K+].Cl. Product: [Cl:1][C:2]1[CH:3]=[CH:4][C:5]([OH:10])=[C:6]([C:7]([C:16]2[CH:37]=[CH:38][C:13]([Cl:12])=[CH:14][CH:15]=2)=[CH2:39])[CH:9]=1. The catalyst class is: 6.